Dataset: Full USPTO retrosynthesis dataset with 1.9M reactions from patents (1976-2016). Task: Predict the reactants needed to synthesize the given product. Given the product [CH2:1]([O:8][C:9]1[CH:14]=[CH:13][C:12]([C:15]([C:17]2[N:18]([S:29]([C:32]3[CH:33]=[CH:34][C:35]([CH3:36])=[CH:37][CH:38]=3)(=[O:31])=[O:30])[CH:19]=[CH:20][C:21]=2[N:22]2[CH:26]=[CH:25][CH:24]=[C:23]2[CH:27]=[O:28])=[O:16])=[C:11]([O:39][CH3:40])[CH:10]=1)[C:2]1[CH:7]=[CH:6][CH:5]=[CH:4][CH:3]=1, predict the reactants needed to synthesize it. The reactants are: [CH2:1]([O:8][C:9]1[CH:14]=[CH:13][C:12]([C:15]([C:17]2[N:18]([S:29]([C:32]3[CH:38]=[CH:37][C:35]([CH3:36])=[CH:34][CH:33]=3)(=[O:31])=[O:30])[CH:19]=[CH:20][C:21]=2[N:22]2[CH:26]=[CH:25][CH:24]=[C:23]2[CH2:27][OH:28])=[O:16])=[C:11]([O:39][CH3:40])[CH:10]=1)[C:2]1[CH:7]=[CH:6][CH:5]=[CH:4][CH:3]=1.